Dataset: Forward reaction prediction with 1.9M reactions from USPTO patents (1976-2016). Task: Predict the product of the given reaction. (1) Given the reactants CS(Cl)(=O)=O.C(N(C(C)C)CC)(C)C.[O:15]1[C:19]2[CH:20]=[CH:21][C:22]([C:24]3[N:28]=[C:27]([CH:29]4[CH2:34][CH2:33][N:32]([S:35]([CH2:38]C5C=CC=CC=5)(=[O:37])=[O:36])[CH2:31][CH2:30]4)[NH:26][C:25]=3[C:45]3[CH:50]=[CH:49][CH:48]=[CH:47][N:46]=3)=[CH:23][C:18]=2[O:17][CH2:16]1, predict the reaction product. The product is: [O:15]1[C:19]2[CH:20]=[CH:21][C:22]([C:24]3[N:28]=[C:27]([CH:29]4[CH2:34][CH2:33][N:32]([S:35]([CH3:38])(=[O:37])=[O:36])[CH2:31][CH2:30]4)[NH:26][C:25]=3[C:45]3[CH:50]=[CH:49][CH:48]=[CH:47][N:46]=3)=[CH:23][C:18]=2[O:17][CH2:16]1. (2) Given the reactants [F:1][C:2]1[CH:17]=[CH:16][C:5]([O:6][C:7]2[CH:15]=[CH:14][C:10]([C:11]([OH:13])=O)=[CH:9][CH:8]=2)=[CH:4][CH:3]=1.[F:18][C:19]1[CH:24]=[CH:23][C:22]([CH:25]([C:29]2[CH:34]=[CH:33][C:32]([F:35])=[CH:31][CH:30]=2)[CH2:26][CH2:27][NH2:28])=[CH:21][CH:20]=1.C(Cl)CCl.C1C=CC2N(O)N=NC=2C=1.CCN(C(C)C)C(C)C, predict the reaction product. The product is: [F:18][C:19]1[CH:24]=[CH:23][C:22]([CH:25]([C:29]2[CH:30]=[CH:31][C:32]([F:35])=[CH:33][CH:34]=2)[CH2:26][CH2:27][NH:28][C:11](=[O:13])[C:10]2[CH:9]=[CH:8][C:7]([O:6][C:5]3[CH:4]=[CH:3][C:2]([F:1])=[CH:17][CH:16]=3)=[CH:15][CH:14]=2)=[CH:21][CH:20]=1. (3) Given the reactants [CH3:1][O:2][CH2:3][CH2:4][CH2:5][S:6]([C:9]1[CH:14]=[CH:13][C:12]([C:15]2[CH:20]=[CH:19][C:18]([CH2:21][CH2:22][N:23]3[CH2:27][CH2:26][CH2:25][C@H:24]3[CH3:28])=[CH:17][CH:16]=2)=[CH:11][CH:10]=1)(=[O:8])=[O:7].[C:29]([OH:41])(=[O:40])[CH2:30][C:31]([CH2:36][C:37]([OH:39])=[O:38])([C:33]([OH:35])=[O:34])[OH:32], predict the reaction product. The product is: [C:29]([OH:41])(=[O:40])[CH2:30][C:31]([CH2:36][C:37]([OH:39])=[O:38])([C:33]([OH:35])=[O:34])[OH:32].[C:29]([OH:41])(=[O:40])[CH2:30][C:31]([CH2:36][C:37]([OH:39])=[O:38])([C:33]([OH:35])=[O:34])[OH:32].[C:29]([OH:41])(=[O:40])[CH2:30][C:31]([CH2:36][C:37]([OH:39])=[O:38])([C:33]([OH:35])=[O:34])[OH:32].[CH3:1][O:2][CH2:3][CH2:4][CH2:5][S:6]([C:9]1[CH:14]=[CH:13][C:12]([C:15]2[CH:20]=[CH:19][C:18]([CH2:21][CH2:22][N:23]3[CH2:27][CH2:26][CH2:25][C@H:24]3[CH3:28])=[CH:17][CH:16]=2)=[CH:11][CH:10]=1)(=[O:8])=[O:7]. (4) Given the reactants N[C:2]1[CH:7]=[CH:6][C:5]([S:8]([NH2:11])(=[O:10])=[O:9])=[C:4]([F:12])[CH:3]=1.N([O-])=[O:14].[Na+], predict the reaction product. The product is: [F:12][C:4]1[CH:3]=[C:2]([OH:14])[CH:7]=[CH:6][C:5]=1[S:8]([NH2:11])(=[O:10])=[O:9]. (5) Given the reactants [NH2:1][CH2:2][C:3]1[C:8](=[O:9])[NH:7][C:6]2[CH2:10][CH2:11][CH2:12][C:5]=2[C:4]=1C.[O:14]([C:21]1[CH:29]=[CH:28][C:24]([C:25](O)=[O:26])=[CH:23][CH:22]=1)[C:15]1[CH:20]=[CH:19][CH:18]=[CH:17][CH:16]=1.C1C=CC2N(O)N=NC=2C=1.C(Cl)CCl, predict the reaction product. The product is: [O:9]=[C:8]1[NH:7][C:6]2[CH2:10][CH2:11][CH2:12][C:5]=2[CH:4]=[C:3]1[CH2:2][NH:1][C:25](=[O:26])[C:24]1[CH:23]=[CH:22][C:21]([O:14][C:15]2[CH:20]=[CH:19][CH:18]=[CH:17][CH:16]=2)=[CH:29][CH:28]=1. (6) Given the reactants [NH2:1][C:2]1[CH:7]=[CH:6][C:5]([O:8][C:9]2[CH:10]=[N:11][C:12]([S:15]([CH3:18])(=[O:17])=[O:16])=[CH:13][CH:14]=2)=[CH:4][C:3]=1[OH:19].Cl.[N:21]([O-])=O.[Na+].[CH3:25][CH:26](C(=O)C)[C:27]([O:29][CH2:30][CH3:31])=[O:28].[OH-].[K+], predict the reaction product. The product is: [OH:19][C:3]1[CH:4]=[C:5]([O:8][C:9]2[CH:10]=[N:11][C:12]([S:15]([CH3:18])(=[O:17])=[O:16])=[CH:13][CH:14]=2)[CH:6]=[CH:7][C:2]=1[NH:1][N:21]=[C:26]([CH3:25])[C:27]([O:29][CH2:30][CH3:31])=[O:28].